Dataset: Tyrosyl-DNA phosphodiesterase HTS with 341,365 compounds. Task: Binary Classification. Given a drug SMILES string, predict its activity (active/inactive) in a high-throughput screening assay against a specified biological target. (1) The compound is Oc1ccc(N\C=C\C(N(C)C)=C(\C#N)C#N)cc1. The result is 0 (inactive). (2) The molecule is S(=O)(=O)(NC1CCCCC1)c1ccc(OCC(=O)NC2CC2)cc1. The result is 0 (inactive). (3) The compound is O=C(NC(CCc1ccccc1)C)CCNC(=O)Cn1c(=O)c2c(cc1)cccc2. The result is 0 (inactive). (4) The molecule is Clc1cc(N2CCN(CC2)C(=O)CCC(=O)NNc2n3nc(nc3c3c(n2)cccc3)C)ccc1. The result is 0 (inactive). (5) The molecule is O1C(CCC1)CNC(=O)CCc1c(c2c(n(c1=O)CC)n(nc2C)c1ccc(cc1)C)C. The result is 0 (inactive). (6) The molecule is S(c1oc2c(n1)cccc2)CC(=O)NC(=O)NCc1occc1. The result is 0 (inactive).